From a dataset of NCI-60 drug combinations with 297,098 pairs across 59 cell lines. Regression. Given two drug SMILES strings and cell line genomic features, predict the synergy score measuring deviation from expected non-interaction effect. (1) Drug 1: CC1CCC2CC(C(=CC=CC=CC(CC(C(=O)C(C(C(=CC(C(=O)CC(OC(=O)C3CCCCN3C(=O)C(=O)C1(O2)O)C(C)CC4CCC(C(C4)OC)OCCO)C)C)O)OC)C)C)C)OC. Drug 2: CC(C)NC(=O)C1=CC=C(C=C1)CNNC.Cl. Cell line: 786-0. Synergy scores: CSS=7.34, Synergy_ZIP=-1.80, Synergy_Bliss=1.30, Synergy_Loewe=1.48, Synergy_HSA=2.21. (2) Drug 1: C1=C(C(=O)NC(=O)N1)N(CCCl)CCCl. Drug 2: C1=NC2=C(N1)C(=S)N=C(N2)N. Cell line: ACHN. Synergy scores: CSS=85.8, Synergy_ZIP=-3.03, Synergy_Bliss=-2.26, Synergy_Loewe=-1.31, Synergy_HSA=2.28. (3) Drug 1: CC1=C(C(=CC=C1)Cl)NC(=O)C2=CN=C(S2)NC3=CC(=NC(=N3)C)N4CCN(CC4)CCO. Drug 2: CC(C)(C#N)C1=CC=C(C=C1)N2C3=C4C=C(C=CC4=NC=C3N(C2=O)C)C5=CC6=CC=CC=C6N=C5. Cell line: NCI-H460. Synergy scores: CSS=53.0, Synergy_ZIP=11.4, Synergy_Bliss=11.7, Synergy_Loewe=-21.5, Synergy_HSA=15.7. (4) Drug 1: COC1=C(C=C2C(=C1)N=CN=C2NC3=CC(=C(C=C3)F)Cl)OCCCN4CCOCC4. Drug 2: CC12CCC3C(C1CCC2O)C(CC4=C3C=CC(=C4)O)CCCCCCCCCS(=O)CCCC(C(F)(F)F)(F)F. Cell line: HS 578T. Synergy scores: CSS=-1.91, Synergy_ZIP=-6.06, Synergy_Bliss=-12.3, Synergy_Loewe=-10.0, Synergy_HSA=-9.72. (5) Drug 1: CC1C(C(=O)NC(C(=O)N2CCCC2C(=O)N(CC(=O)N(C(C(=O)O1)C(C)C)C)C)C(C)C)NC(=O)C3=C4C(=C(C=C3)C)OC5=C(C(=O)C(=C(C5=N4)C(=O)NC6C(OC(=O)C(N(C(=O)CN(C(=O)C7CCCN7C(=O)C(NC6=O)C(C)C)C)C)C(C)C)C)N)C. Drug 2: CS(=O)(=O)CCNCC1=CC=C(O1)C2=CC3=C(C=C2)N=CN=C3NC4=CC(=C(C=C4)OCC5=CC(=CC=C5)F)Cl. Cell line: CAKI-1. Synergy scores: CSS=16.6, Synergy_ZIP=22.6, Synergy_Bliss=21.5, Synergy_Loewe=12.5, Synergy_HSA=12.7. (6) Synergy scores: CSS=-0.747, Synergy_ZIP=-1.24, Synergy_Bliss=-0.603, Synergy_Loewe=-0.825, Synergy_HSA=-0.707. Drug 1: CC1=C(C(CCC1)(C)C)C=CC(=CC=CC(=CC(=O)O)C)C. Cell line: NCI/ADR-RES. Drug 2: CC12CCC3C(C1CCC2O)C(CC4=C3C=CC(=C4)O)CCCCCCCCCS(=O)CCCC(C(F)(F)F)(F)F. (7) Drug 1: C1=CN(C(=O)N=C1N)C2C(C(C(O2)CO)O)O.Cl. Drug 2: COC1=C2C(=CC3=C1OC=C3)C=CC(=O)O2. Cell line: 786-0. Synergy scores: CSS=23.4, Synergy_ZIP=-6.16, Synergy_Bliss=-0.236, Synergy_Loewe=-30.8, Synergy_HSA=-0.0369. (8) Drug 1: CC(C1=C(C=CC(=C1Cl)F)Cl)OC2=C(N=CC(=C2)C3=CN(N=C3)C4CCNCC4)N. Drug 2: C(CN)CNCCSP(=O)(O)O. Cell line: OVCAR-8. Synergy scores: CSS=1.21, Synergy_ZIP=-0.909, Synergy_Bliss=-2.92, Synergy_Loewe=-3.49, Synergy_HSA=-3.47. (9) Drug 1: CCCCC(=O)OCC(=O)C1(CC(C2=C(C1)C(=C3C(=C2O)C(=O)C4=C(C3=O)C=CC=C4OC)O)OC5CC(C(C(O5)C)O)NC(=O)C(F)(F)F)O. Drug 2: CC1=C2C(C(=O)C3(C(CC4C(C3C(C(C2(C)C)(CC1OC(=O)C(C(C5=CC=CC=C5)NC(=O)OC(C)(C)C)O)O)OC(=O)C6=CC=CC=C6)(CO4)OC(=O)C)O)C)O. Cell line: RPMI-8226. Synergy scores: CSS=50.4, Synergy_ZIP=5.78, Synergy_Bliss=-3.41, Synergy_Loewe=-4.74, Synergy_HSA=-4.35.